This data is from Full USPTO retrosynthesis dataset with 1.9M reactions from patents (1976-2016). The task is: Predict the reactants needed to synthesize the given product. (1) Given the product [CH3:45][O:46][C:47](=[O:50])[CH2:48][NH:49][C:20](=[O:21])[C@@H:19]1[CH2:23][CH2:24][CH2:25][N:18]1[C:16](=[O:17])[C@H:12]([CH:13]([CH3:14])[CH3:15])[NH:11][C:1]([O:3][CH2:4][C:5]1[CH:6]=[CH:7][CH:8]=[CH:9][CH:10]=1)=[O:2], predict the reactants needed to synthesize it. The reactants are: [C:1]([NH:11][C@H:12]([C:16]([N:18]1[CH2:25][CH2:24][CH2:23][C@H:19]1[C:20](O)=[O:21])=[O:17])[CH:13]([CH3:15])[CH3:14])([O:3][CH2:4][C:5]1[CH:10]=[CH:9][CH:8]=[CH:7][CH:6]=1)=[O:2].CN(C)CCCN=C=NCC.C(N(CC)CC)C.Cl.[CH3:45][O:46][C:47](=[O:50])[CH2:48][NH2:49]. (2) Given the product [Cl:9][C:4]1[N:3]=[C:2]([NH:16][C@H:13]2[CH2:14][CH2:15][C@H:10]([NH2:17])[CH2:11][CH2:12]2)[CH:7]=[C:6]([I:8])[CH:5]=1, predict the reactants needed to synthesize it. The reactants are: Cl[C:2]1[CH:7]=[C:6]([I:8])[CH:5]=[C:4]([Cl:9])[N:3]=1.[C@H:10]1([NH2:17])[CH2:15][CH2:14][C@H:13]([NH2:16])[CH2:12][CH2:11]1.O. (3) The reactants are: [CH3:1][O:2][C:3](=[O:22])[C:4]1[C:9](Cl)=[CH:8][C:7]([CH3:11])=[N:6][C:5]=1[O:12][C:13]1[C:18]([CH3:19])=[CH:17][C:16]([CH3:20])=[CH:15][C:14]=1[CH3:21].[S:23]1[CH:27]=[CH:26][CH:25]=[C:24]1[CH2:28][NH:29][CH2:30][CH2:31][OH:32]. Given the product [CH3:1][O:2][C:3](=[O:22])[C:4]1[C:9]([N:29]([CH2:30][CH2:31][OH:32])[CH2:28][C:24]2[S:23][CH:27]=[CH:26][CH:25]=2)=[CH:8][C:7]([CH3:11])=[N:6][C:5]=1[O:12][C:13]1[C:18]([CH3:19])=[CH:17][C:16]([CH3:20])=[CH:15][C:14]=1[CH3:21], predict the reactants needed to synthesize it. (4) Given the product [NH2:19][C:5]1[CH:6]=[CH:7][C:8]([C:26]2[CH:27]=[CH:28][C:21]([F:20])=[C:22]([C:23]#[N:24])[CH:25]=2)=[CH:9][C:4]=1[N+:1]([O-:3])=[O:2], predict the reactants needed to synthesize it. The reactants are: [N+:1]([C:4]1[CH:9]=[C:8](B2OC(C)(C)C(C)(C)O2)[CH:7]=[CH:6][C:5]=1[NH2:19])([O-:3])=[O:2].[F:20][C:21]1[CH:28]=[CH:27][C:26](I)=[CH:25][C:22]=1[C:23]#[N:24].C(=O)([O-])[O-].[Na+].[Na+]. (5) Given the product [Cl:13][C:12]1[CH:11]=[C:10]2[C:9](=[CH:8][C:7]=1[Cl:6])[C:14]([CH3:29])([CH3:28])[C:15](=[O:16])[C:17]([C:23]([O:25][CH2:26][CH3:27])=[O:24])=[C:18]2[OH:20], predict the reactants needed to synthesize it. The reactants are: OS(O)(=O)=O.[Cl:6][C:7]1[CH:8]=[C:9]([C:14]([CH3:29])([CH3:28])[C:15]([CH:17]([C:23]([O:25][CH2:26][CH3:27])=[O:24])[C:18]([O:20]CC)=O)=[O:16])[CH:10]=[CH:11][C:12]=1[Cl:13]. (6) Given the product [CH3:1][C:2]1[CH:3]=[CH:4][C:5]([C:6]([N:8]=[C:9]2[N:13]([CH:21]([CH3:27])[C:22]([OH:24])=[O:23])[C:12]3[CH2:14][CH2:15][CH2:16][CH2:17][C:11]=3[S:10]2)=[O:7])=[CH:18][CH:19]=1, predict the reactants needed to synthesize it. The reactants are: [CH3:1][C:2]1[CH:19]=[CH:18][C:5]([C:6]([NH:8][C:9]2[S:10][C:11]3[CH2:17][CH2:16][CH2:15][CH2:14][C:12]=3[N:13]=2)=[O:7])=[CH:4][CH:3]=1.Br[CH:21]([CH3:27])[C:22]([O:24]CC)=[O:23].S1C2C=CC=CC=2N=C1NC(=O)C1C=CC(C(F)(F)F)=CC=1.BrCC(OCC)=O. (7) Given the product [Cl:1][C:2]1[CH:12]=[CH:11][C:5]([C:6]2[N:9]=[C:33]([CH2:32][N:15]3[CH2:16][CH2:17][CH2:18][C:19]([C:26]4[CH:31]=[CH:30][CH:29]=[CH:28][CH:27]=4)([C:20]4[CH:25]=[CH:24][CH:23]=[CH:22][CH:21]=4)[C:14]3=[O:13])[O:8][N:7]=2)=[CH:4][CH:3]=1, predict the reactants needed to synthesize it. The reactants are: [Cl:1][C:2]1[CH:12]=[CH:11][C:5](/[C:6](=[N:9]/[H])/[NH:7][OH:8])=[CH:4][CH:3]=1.[O:13]=[C:14]1[C:19]([C:26]2[CH:31]=[CH:30][CH:29]=[CH:28][CH:27]=2)([C:20]2[CH:25]=[CH:24][CH:23]=[CH:22][CH:21]=2)[CH2:18][CH2:17][CH2:16][N:15]1[CH2:32][C:33](O)=O.Cl.C(N=C=NCCCN(C)C)C.